This data is from Forward reaction prediction with 1.9M reactions from USPTO patents (1976-2016). The task is: Predict the product of the given reaction. (1) The product is: [NH2:12][C:8]1[CH:9]=[CH:10][CH:11]=[C:4]([NH:3][CH2:1][CH3:2])[C:5]=1[C:6]#[N:7]. Given the reactants [CH2:1]([NH:3][C:4]1[CH:11]=[CH:10][CH:9]=[C:8]([N+:12]([O-])=O)[C:5]=1[C:6]#[N:7])[CH3:2], predict the reaction product. (2) Given the reactants C=O.[C:3](O)(=O)C.[Cl:7][C:8]1[C:9]([N:34]2[CH2:39][CH2:38][CH:37]([C:40]([O:42][CH2:43][CH3:44])=[O:41])[CH2:36][CH2:35]2)=[N:10][CH:11]=[C:12]([C:14](=[O:33])[NH:15][C:16]2[S:17][C:18]([CH2:27][NH:28][CH:29]3[CH2:32][CH2:31][CH2:30]3)=[C:19]([C:21]3[S:22][CH:23]=[C:24]([Cl:26])[CH:25]=3)[N:20]=2)[CH:13]=1.[BH-](OC(C)=O)(OC(C)=O)OC(C)=O.[Na+], predict the reaction product. The product is: [Cl:7][C:8]1[C:9]([N:34]2[CH2:39][CH2:38][CH:37]([C:40]([O:42][CH2:43][CH3:44])=[O:41])[CH2:36][CH2:35]2)=[N:10][CH:11]=[C:12]([C:14](=[O:33])[NH:15][C:16]2[S:17][C:18]([CH2:27][N:28]([CH:29]3[CH2:32][CH2:31][CH2:30]3)[CH3:3])=[C:19]([C:21]3[S:22][CH:23]=[C:24]([Cl:26])[CH:25]=3)[N:20]=2)[CH:13]=1. (3) Given the reactants Br[C:2]1[CH:7]=[CH:6][C:5]([C:8]2[N:9]([CH2:13][C@@H:14]3[CH2:18][CH2:17][N:16]([C:19]([CH:21]4[CH2:23][CH2:22]4)=[O:20])[CH2:15]3)[CH:10]=[CH:11][N:12]=2)=[CH:4][CH:3]=1.[C:24]1(B(O)O)[CH:29]=[CH:28][CH:27]=[CH:26][CH:25]=1, predict the reaction product. The product is: [C:2]1([C:24]2[CH:29]=[CH:28][CH:27]=[CH:26][CH:25]=2)[CH:7]=[CH:6][C:5]([C:8]2[N:9]([CH2:13][C@@H:14]3[CH2:18][CH2:17][N:16]([C:19]([CH:21]4[CH2:23][CH2:22]4)=[O:20])[CH2:15]3)[CH:10]=[CH:11][N:12]=2)=[CH:4][CH:3]=1.